This data is from Catalyst prediction with 721,799 reactions and 888 catalyst types from USPTO. The task is: Predict which catalyst facilitates the given reaction. (1) Reactant: [CH3:1][O:2][C:3]1[CH:4]=[C:5]([C:11]2[O:19][C:18]3[C:13](=[N:14][CH:15]=[CH:16][C:17]=3[C:20]3[C:21]([CH3:27])=[C:22]([CH:24]=[CH:25][CH:26]=3)[NH2:23])[CH:12]=2)[CH:6]=[CH:7][C:8]=1[O:9][CH3:10].C(N(CC)CC)C.[F:35][C:36]([F:47])([F:46])[C:37]1[CH:38]=[C:39]([CH:43]=[CH:44][CH:45]=1)[C:40](Cl)=[O:41].O. Product: [CH3:1][O:2][C:3]1[CH:4]=[C:5]([C:11]2[O:19][C:18]3[C:13](=[N:14][CH:15]=[CH:16][C:17]=3[C:20]3[C:21]([CH3:27])=[C:22]([NH:23][C:40](=[O:41])[C:39]4[CH:43]=[CH:44][CH:45]=[C:37]([C:36]([F:35])([F:46])[F:47])[CH:38]=4)[CH:24]=[CH:25][CH:26]=3)[CH:12]=2)[CH:6]=[CH:7][C:8]=1[O:9][CH3:10]. The catalyst class is: 2. (2) Reactant: [OH:1][C:2]1[CH:3]=[C:4]([CH:7]=[C:8]([O:11][CH3:12])[C:9]=1[OH:10])[CH:5]=[O:6].Br[CH2:14][CH2:15]Br.C(=O)([O-])[O-].[K+].[K+]. Product: [CH3:12][O:11][C:8]1[C:9]2[O:10][CH2:14][CH2:15][O:1][C:2]=2[CH:3]=[C:4]([CH:5]=[O:6])[CH:7]=1. The catalyst class is: 21. (3) Product: [Cl:24][C:25]1[CH:26]=[CH:27][CH:28]=[C:29]([F:34])[C:30]=1[C:31]([NH:23][C:18]1[CH:19]=[CH:20][CH:21]=[C:22]2[C:17]=1[N:16]=[CH:15][N:14]=[C:13]2[NH:12][C:3]1[CH:4]=[C:5]([C:8]([F:9])([F:10])[F:11])[CH:6]=[CH:7][C:2]=1[F:1])=[O:32]. The catalyst class is: 85. Reactant: [F:1][C:2]1[CH:7]=[CH:6][C:5]([C:8]([F:11])([F:10])[F:9])=[CH:4][C:3]=1[NH:12][C:13]1[C:22]2[C:17](=[C:18]([NH2:23])[CH:19]=[CH:20][CH:21]=2)[N:16]=[CH:15][N:14]=1.[Cl:24][C:25]1[C:30]([C:31](O)=[O:32])=[C:29]([F:34])[CH:28]=[CH:27][CH:26]=1.C(Cl)(=O)C(Cl)=O.CCN(C(C)C)C(C)C. (4) Reactant: Cl[C:2]([O:4][C:5]1[CH:10]=[CH:9][CH:8]=[CH:7][CH:6]=1)=[O:3].[NH2:11][C:12]1[CH:17]=[N:16][C:15]([C:18]2[CH:23]=[CH:22][CH:21]=[CH:20][CH:19]=2)=[CH:14][N:13]=1. Product: [C:18]1([C:15]2[N:16]=[CH:17][C:12]([NH:11][C:2](=[O:3])[O:4][C:5]3[CH:10]=[CH:9][CH:8]=[CH:7][CH:6]=3)=[N:13][CH:14]=2)[CH:19]=[CH:20][CH:21]=[CH:22][CH:23]=1. The catalyst class is: 436. (5) Reactant: [Cl:1][C:2]1[CH:7]=[C:6]([O:8][C:9]2[CH:20]=[CH:19][C:12]3[N:13]=[C:14](S(C)=O)[S:15][C:11]=3[CH:10]=2)[CH:5]=[CH:4][N:3]=1.[NH2:21][C@H:22]1[CH2:27][CH2:26][CH2:25][N:24]([C:28]([O:30][C:31]([CH3:34])([CH3:33])[CH3:32])=[O:29])[CH2:23]1.CCN(C(C)C)C(C)C. Product: [Cl:1][C:2]1[CH:7]=[C:6]([O:8][C:9]2[CH:20]=[CH:19][C:12]3[N:13]=[C:14]([NH:21][C@H:22]4[CH2:27][CH2:26][CH2:25][N:24]([C:28]([O:30][C:31]([CH3:34])([CH3:33])[CH3:32])=[O:29])[CH2:23]4)[S:15][C:11]=3[CH:10]=2)[CH:5]=[CH:4][N:3]=1. The catalyst class is: 37. (6) Reactant: C(OC([NH:8][C:9]1[CH:14]=[CH:13][N:12]2[N:15]=[CH:16][C:17]([C:18]([O:20][CH2:21][CH3:22])=[O:19])=[C:11]2[C:10]=1[F:23])=O)(C)(C)C.[C:24]([OH:30])([C:26]([F:29])([F:28])[F:27])=[O:25]. Product: [F:27][C:26]([F:29])([F:28])[C:24]([O-:30])=[O:25].[CH2:21]([O:20][C:18]([C:17]1[CH:16]=[N:15][N:12]2[CH:13]=[CH:14][C:9]([NH3+:8])=[C:10]([F:23])[C:11]=12)=[O:19])[CH3:22]. The catalyst class is: 2.